Dataset: Reaction yield outcomes from USPTO patents with 853,638 reactions. Task: Predict the reaction yield, written as a fraction of the theoretical maximum amount of product (1.0 means a 100% yield; for example, 0.34 means a 34% yield). (1) The reactants are [Si]([O:8][C@@H:9]1[C@@H:14]([CH3:15])[CH2:13][N:12]([C:16]2[CH:21]=[CH:20][N:19]=[CH:18][C:17]=2[NH:22][C:23]([C:25]2[CH:34]=[CH:33][C:32]3[C:27](=[CH:28][C:29]([C:35]([CH3:37])=[CH2:36])=[CH:30][CH:31]=3)[N:26]=2)=[O:24])[CH2:11][C@H:10]1[NH:38]C(=O)OC(C)(C)C)(C(C)(C)C)(C)C.Cl.O1CCOCC1. The catalyst is CO.[Pd]. The product is [NH2:38][C@H:10]1[C@H:9]([OH:8])[C@@H:14]([CH3:15])[CH2:13][N:12]([C:16]2[CH:21]=[CH:20][N:19]=[CH:18][C:17]=2[NH:22][C:23]([C:25]2[CH:34]=[CH:33][C:32]3[C:27](=[CH:28][C:29]([CH:35]([CH3:37])[CH3:36])=[CH:30][CH:31]=3)[N:26]=2)=[O:24])[CH2:11]1. The yield is 0.520. (2) The reactants are CO[C:3](=[O:15])[C:4]1[CH:9]=[CH:8][C:7]([N+:10]([O-:12])=[O:11])=[CH:6][C:5]=1[CH2:13]Br.[CH2:16]([NH2:18])[CH3:17]. No catalyst specified. The product is [CH2:16]([N:18]1[CH2:13][C:5]2[C:4](=[CH:9][CH:8]=[C:7]([N+:10]([O-:12])=[O:11])[CH:6]=2)[C:3]1=[O:15])[CH3:17]. The yield is 0.850. (3) The reactants are [CH2:1]([O:3][CH2:4][C:5]1[N:6]([CH2:38][C:39]([CH3:52])([O:41][CH2:42][CH2:43][NH:44]C(=O)OC(C)(C)C)[CH3:40])[C:7]2[C:16]3[CH:15]=[CH:14][CH:13]=[CH:12][C:11]=3[N:10]=[C:9]([NH:17]C(C3C=CC=CC=3)(C3C=CC=CC=3)C3C=CC=CC=3)[C:8]=2[N:37]=1)[CH3:2].C(O)(C(F)(F)F)=O.[OH-].[Na+]. The catalyst is ClCCl. The product is [NH2:44][CH2:43][CH2:42][O:41][C:39]([CH3:40])([CH3:52])[CH2:38][N:6]1[C:7]2[C:16]3[CH:15]=[CH:14][CH:13]=[CH:12][C:11]=3[N:10]=[C:9]([NH2:17])[C:8]=2[N:37]=[C:5]1[CH2:4][O:3][CH2:1][CH3:2]. The yield is 0.830. (4) The reactants are Br[CH2:2][C:3]1[N:8]=[C:7]([N:9]2[CH2:14][CH2:13][O:12][CH2:11][CH2:10]2)[CH:6]=[C:5]([Cl:15])[N:4]=1.[CH2:16]1[C:25]2[C:20](=[CH:21][CH:22]=[CH:23][CH:24]=2)[CH2:19][CH2:18][NH:17]1.C(=O)([O-])[O-].[K+].[K+]. The catalyst is CN(C=O)C. The product is [Cl:15][C:5]1[CH:6]=[C:7]([N:9]2[CH2:14][CH2:13][O:12][CH2:11][CH2:10]2)[N:8]=[C:3]([CH2:2][N:17]2[CH2:18][CH2:19][C:20]3[C:25](=[CH:24][CH:23]=[CH:22][CH:21]=3)[CH2:16]2)[N:4]=1. The yield is 0.600. (5) The reactants are C([NH:5][S:6]([C:9]1[CH:10]=[C:11]([C:15]2[CH:20]=[CH:19][CH:18]=[C:17]([C:21]3[N:26]=[C:25]([CH:27]([F:29])[F:28])[CH:24]=[C:23]([C:30]4[CH:35]=[CH:34][C:33]([C:36]([F:39])([F:38])[F:37])=[CH:32][CH:31]=4)[N:22]=3)[CH:16]=2)[CH:12]=[CH:13][CH:14]=1)(=[O:8])=[O:7])(C)(C)C.C(O)(C(F)(F)F)=O. The catalyst is ClCCl. The product is [F:29][CH:27]([F:28])[C:25]1[CH:24]=[C:23]([C:30]2[CH:31]=[CH:32][C:33]([C:36]([F:37])([F:39])[F:38])=[CH:34][CH:35]=2)[N:22]=[C:21]([C:17]2[CH:16]=[C:15]([C:11]3[CH:12]=[CH:13][CH:14]=[C:9]([S:6]([NH2:5])(=[O:7])=[O:8])[CH:10]=3)[CH:20]=[CH:19][CH:18]=2)[N:26]=1. The yield is 0.420. (6) The reactants are [CH3:1][O:2][C:3]1[CH:4]=[C:5]2[C:10](=[CH:11][C:12]=1[O:13][CH3:14])[N:9]=[CH:8][N:7]=[C:6]2[O:15][C:16]1[CH:17]=[C:18]([CH:20]=[CH:21][CH:22]=1)[NH2:19].[CH:23]([C:26]1[CH:30]=[C:29]([NH:31][C:32](=O)[O:33]C2C=CC=CC=2)[N:28]([C:41]2[CH:42]=[N:43][CH:44]=[CH:45][CH:46]=2)[N:27]=1)([CH3:25])[CH3:24]. The catalyst is C1COCC1.CN(C1C=CN=CC=1)C. The product is [CH3:1][O:2][C:3]1[CH:4]=[C:5]2[C:10](=[CH:11][C:12]=1[O:13][CH3:14])[N:9]=[CH:8][N:7]=[C:6]2[O:15][C:16]1[CH:17]=[C:18]([NH:19][C:32]([NH:31][C:29]2[N:28]([C:41]3[CH:42]=[N:43][CH:44]=[CH:45][CH:46]=3)[N:27]=[C:26]([CH:23]([CH3:25])[CH3:24])[CH:30]=2)=[O:33])[CH:20]=[CH:21][CH:22]=1. The yield is 0.580. (7) The reactants are [CH2:1]([O:3][C:4]([C@@H:6]1[C@H:8]([C:9]2[CH:14]=[CH:13][CH:12]=[CH:11][CH:10]=2)[C@H:7]1[C:15]1[CH:20]=[CH:19][C:18]([NH2:21])=[CH:17][CH:16]=1)=[O:5])[CH3:2].[CH:22]1([S:25](Cl)(=[O:27])=[O:26])[CH2:24][CH2:23]1.C(N(CC)CC)C. The catalyst is C(Cl)Cl. The product is [CH2:1]([O:3][C:4]([C@@H:6]1[C@H:8]([C:9]2[CH:14]=[CH:13][CH:12]=[CH:11][CH:10]=2)[C@H:7]1[C:15]1[CH:16]=[CH:17][C:18]([NH:21][S:25]([CH:22]2[CH2:24][CH2:23]2)(=[O:27])=[O:26])=[CH:19][CH:20]=1)=[O:5])[CH3:2]. The yield is 0.770. (8) The catalyst is O. The yield is 0.840. The product is [Br:1][C:2]1[S:3][C:4]([C:10]2[N:14]=[CH:13][N:12]([CH:21]3[CH2:22][CH2:23][CH2:24][CH2:25][O:20]3)[N:11]=2)=[C:5]([Br:9])[C:6]=1[C:7]#[N:8]. The reactants are [Br:1][C:2]1[S:3][C:4]([C:10]2[NH:14][CH:13]=[N:12][N:11]=2)=[C:5]([Br:9])[C:6]=1[C:7]#[N:8].O1CCCC1.[O:20]1[CH:25]=[CH:24][CH2:23][CH2:22][CH2:21]1.O.C1(C)C=CC(S(O)(=O)=O)=CC=1. (9) The reactants are [CH3:1][C:2]1([CH3:21])[CH:11]=[C:10]([CH3:12])[C:9]2[C:4](=[CH:5][CH:6]=[C:7](OS(C(F)(F)F)(=O)=O)[CH:8]=2)[NH:3]1.[F-].[K+].[S:24]1[CH:28]=[CH:27][C:26](B(O)O)=[CH:25]1. The catalyst is C1COCC1.CC([O-])=O.CC([O-])=O.[Pd+2]. The product is [CH3:21][C:2]1([CH3:1])[CH:11]=[C:10]([CH3:12])[C:9]2[C:4](=[CH:5][CH:6]=[C:7]([C:26]3[CH:27]=[CH:28][S:24][CH:25]=3)[CH:8]=2)[NH:3]1. The yield is 0.320.